Dataset: Peptide-MHC class II binding affinity with 134,281 pairs from IEDB. Task: Regression. Given a peptide amino acid sequence and an MHC pseudo amino acid sequence, predict their binding affinity value. This is MHC class II binding data. (1) The peptide sequence is PSNVASHVRVNVYLS. The binding affinity (normalized) is 0.303. The MHC is DRB1_0701 with pseudo-sequence DRB1_0701. (2) The peptide sequence is GKIDFLNNYALFLSP. The MHC is HLA-DPA10201-DPB10101 with pseudo-sequence HLA-DPA10201-DPB10101. The binding affinity (normalized) is 0.184. (3) The peptide sequence is SLFFSAQPFEITAST. The MHC is DRB1_1501 with pseudo-sequence DRB1_1501. The binding affinity (normalized) is 0.457.